Dataset: Full USPTO retrosynthesis dataset with 1.9M reactions from patents (1976-2016). Task: Predict the reactants needed to synthesize the given product. (1) Given the product [CH3:39][O:38][C:16]1[N:15]=[C:14]([C:11]2[CH:10]=[CH:9][C:8]([N:7]([CH3:40])[CH3:6])=[CH:13][CH:12]=2)[C:19]([N:20]2[CH2:26][C:25]([CH3:28])([CH3:27])[CH2:24][N:23]([C:30]3[CH:35]=[CH:34][C:33]([O:36][CH3:37])=[CH:32][CH:31]=3)[CH2:22][CH2:21]2)=[CH:18][CH:17]=1, predict the reactants needed to synthesize it. The reactants are: C1COCC1.[CH3:6][N:7]([CH3:40])[C:8]1[CH:13]=[CH:12][C:11]([C:14]2[C:19]([N:20]3[CH2:26][C:25]([CH3:28])([CH3:27])[C:24](=O)[N:23]([C:30]4[CH:35]=[CH:34][C:33]([O:36][CH3:37])=[CH:32][CH:31]=4)[CH2:22][CH2:21]3)=[CH:18][CH:17]=[C:16]([O:38][CH3:39])[N:15]=2)=[CH:10][CH:9]=1.[H-].[Al+3].[Li+].[H-].[H-].[H-].[OH-].[Na+]. (2) Given the product [CH3:1][C:2]1[CH:7]=[CH:6][C:5]([NH:8][C:9](=[O:26])[C:10]2[CH:15]=[C:14]([C:16]([F:19])([F:18])[F:17])[CH:13]=[C:12]([N:20]3[CH:24]=[C:23]([CH3:25])[N:22]=[CH:21]3)[CH:11]=2)=[CH:4][C:3]=1[NH:27][C:28]([N:30]1[C:34]2[N:35]=[CH:36][N:37]=[C:38]([NH:40][C:41]3[CH:46]=[CH:45][CH:44]=[C:43]([S:47](=[O:49])(=[O:48])[NH2:50])[CH:42]=3)[C:33]=2[CH:32]=[CH:31]1)=[O:29], predict the reactants needed to synthesize it. The reactants are: [CH3:1][C:2]1[CH:7]=[CH:6][C:5]([NH:8][C:9](=[O:26])[C:10]2[CH:15]=[C:14]([C:16]([F:19])([F:18])[F:17])[CH:13]=[C:12]([N:20]3[CH:24]=[C:23]([CH3:25])[N:22]=[CH:21]3)[CH:11]=2)=[CH:4][C:3]=1[NH:27][C:28]([N:30]1[C:34]2[N:35]=[CH:36][N:37]=[C:38](Cl)[C:33]=2[CH:32]=[CH:31]1)=[O:29].[NH2:40][C:41]1[CH:42]=[C:43]([S:47]([NH2:50])(=[O:49])=[O:48])[CH:44]=[CH:45][CH:46]=1. (3) Given the product [CH:43]([NH:46][CH2:2][C:3]1[CH:4]=[C:5]([NH:13][C:14]([N:16]2[C:24]3[C:19](=[CH:20][C:21]([O:25][C:26]4[C:27]5[CH2:35][CH2:34][NH:33][CH2:32][C:28]=5[N:29]=[CH:30][N:31]=4)=[CH:22][CH:23]=3)[CH:18]=[CH:17]2)=[O:15])[CH:6]=[C:7]([C:9]([F:11])([F:12])[F:10])[CH:8]=1)([CH3:45])[CH3:44], predict the reactants needed to synthesize it. The reactants are: Cl[CH2:2][C:3]1[CH:4]=[C:5]([NH:13][C:14]([N:16]2[C:24]3[C:19](=[CH:20][C:21]([O:25][C:26]4[C:27]5[CH2:35][CH2:34][N:33](C(OC(C)(C)C)=O)[CH2:32][C:28]=5[N:29]=[CH:30][N:31]=4)=[CH:22][CH:23]=3)[CH:18]=[CH:17]2)=[O:15])[CH:6]=[C:7]([C:9]([F:12])([F:11])[F:10])[CH:8]=1.[CH:43]([NH2:46])([CH3:45])[CH3:44].[Na+].[I-]. (4) Given the product [C:1]([O:5][C@@H:6]([C:12]1[C:21]([CH3:22])=[CH:20][C:19]2[C:14](=[CH:15][CH:16]=[C:17]([C:40]3[N:45]=[CH:44][CH:43]=[CH:42][N:41]=3)[CH:18]=2)[C:13]=1[C:32]1[CH:33]=[CH:34][C:35]([Cl:38])=[CH:36][CH:37]=1)[C:7]([O:9][CH2:10][CH3:11])=[O:8])([CH3:2])([CH3:3])[CH3:4], predict the reactants needed to synthesize it. The reactants are: [C:1]([O:5][C@@H:6]([C:12]1[C:21]([CH3:22])=[CH:20][C:19]2[C:14](=[CH:15][CH:16]=[C:17](B3OC(C)(C)C(C)(C)O3)[CH:18]=2)[C:13]=1[C:32]1[CH:37]=[CH:36][C:35]([Cl:38])=[CH:34][CH:33]=1)[C:7]([O:9][CH2:10][CH3:11])=[O:8])([CH3:4])([CH3:3])[CH3:2].Br[C:40]1[N:45]=[CH:44][CH:43]=[CH:42][N:41]=1.C([O-])([O-])=O.[K+].[K+]. (5) Given the product [Cl:21][CH2:17][CH2:16][CH2:15][NH:14][C:13]1[C:12]2[C:7](=[CH:8][CH:9]=[CH:10][CH:11]=2)[N:6]=[CH:5][C:4]=1[N+:1]([O-:3])=[O:2], predict the reactants needed to synthesize it. The reactants are: [N+:1]([C:4]1[CH:5]=[N:6][C:7]2[C:12]([C:13]=1[NH:14][CH2:15][CH2:16][CH2:17]O)=[CH:11][CH:10]=[CH:9][CH:8]=2)([O-:3])=[O:2].S(Cl)([Cl:21])=O.ClCCl.C(=O)([O-])[O-].[Na+].[Na+].